This data is from Full USPTO retrosynthesis dataset with 1.9M reactions from patents (1976-2016). The task is: Predict the reactants needed to synthesize the given product. (1) Given the product [OH:24][CH2:23][CH:18]1[CH2:19][CH2:20][CH2:21][CH2:22][CH:17]1[NH:16][C:13]([C:11]1[CH:10]=[CH:9][CH:8]=[C:7]([CH:1]2[CH2:2][CH2:3][CH2:4][CH2:5][CH2:6]2)[N:12]=1)=[O:15], predict the reactants needed to synthesize it. The reactants are: [CH:1]1([C:7]2[N:12]=[C:11]([C:13]([OH:15])=O)[CH:10]=[CH:9][CH:8]=2)[CH2:6][CH2:5][CH2:4][CH2:3][CH2:2]1.[NH2:16][CH:17]1[CH2:22][CH2:21][CH2:20][CH2:19][CH:18]1[CH2:23][OH:24]. (2) Given the product [N:57]1([C:53]2[CH:52]=[C:51]([C:48]3[CH:49]=[C:50]4[C:40]5[C:41](=[CH:42][N:43]=[C:38]([C:34]6[CH:33]=[N:32][CH:37]=[CH:36][CH:35]=6)[CH:39]=5)[NH:44][C:45]4=[N:46][CH:47]=3)[CH:56]=[CH:55][N:54]=2)[CH2:58][CH2:59][NH:60][CH2:61][CH2:62]1, predict the reactants needed to synthesize it. The reactants are: N1(C2C=C(C3C=C4C5C(=CN=C(C6C=NC=CC=6)C=5)NC4=NC=3)C=CC=2)CCNCC1.[N:32]1[CH:37]=[CH:36][CH:35]=[C:34]([C:38]2[CH:39]=[C:40]3[C:50]4[C:45](=[N:46][CH:47]=[C:48]([C:51]5[CH:56]=[CH:55][N:54]=[C:53]([N:57]6[CH2:62][CH2:61][N:60](C(OC(C)(C)C)=O)[CH2:59][CH2:58]6)[CH:52]=5)[CH:49]=4)[NH:44][C:41]3=[CH:42][N:43]=2)[CH:33]=1. (3) Given the product [Cl:1][C:2]1[C:6]([CH3:7])=[CH:5][S:4][C:3]=1[C:8]1([C:13]2[N:18]([CH3:19])[C:17](=[S:20])[NH:16][N:15]=2)[CH2:12][CH2:11][CH2:10][CH2:9]1, predict the reactants needed to synthesize it. The reactants are: [Cl:1][C:2]1[C:6]([CH3:7])=[CH:5][S:4][C:3]=1[C:8]1([C:13]([NH:15][NH:16][C:17](=[S:20])[NH:18][CH3:19])=O)[CH2:12][CH2:11][CH2:10][CH2:9]1.Cl. (4) Given the product [C:27]([O:26][C:24]([O:23][C@@:11]12[CH2:13][N:14]([C:16]([O:18][C:19]([CH3:22])([CH3:21])[CH3:20])=[O:17])[CH2:15][C@@H:10]1[CH2:9][NH:8][CH2:12]2)=[O:25])([CH3:30])([CH3:29])[CH3:28], predict the reactants needed to synthesize it. The reactants are: C([N:8]1[CH2:12][C@:11]2([O:23][C:24]([O:26][C:27]([CH3:30])([CH3:29])[CH3:28])=[O:25])[CH2:13][N:14]([C:16]([O:18][C:19]([CH3:22])([CH3:21])[CH3:20])=[O:17])[CH2:15][C@@H:10]2[CH2:9]1)C1C=CC=CC=1. (5) Given the product [F:27][C:28]([F:41])([F:40])[S:29]([O:1][C:2]1[C:11]2[C:6](=[CH:7][CH:8]=[C:9]([C:12]([O:14][CH2:15][CH2:16][Si:17]([CH3:20])([CH3:19])[CH3:18])=[O:13])[CH:10]=2)[CH:5]=[N:4][CH:3]=1)(=[O:31])=[O:30], predict the reactants needed to synthesize it. The reactants are: [OH:1][C:2]1[C:11]2[C:6](=[CH:7][CH:8]=[C:9]([C:12]([O:14][CH2:15][CH2:16][Si:17]([CH3:20])([CH3:19])[CH3:18])=[O:13])[CH:10]=2)[CH:5]=[N:4][CH:3]=1.N1C=CC=CC=1.[F:27][C:28]([F:41])([F:40])[S:29](O[S:29]([C:28]([F:41])([F:40])[F:27])(=[O:31])=[O:30])(=[O:31])=[O:30]. (6) The reactants are: [F:1][C:2]([F:46])([F:45])[C:3]1[CH:4]=[C:5]([CH:38]=[C:39]([C:41]([F:44])([F:43])[F:42])[CH:40]=1)[CH2:6][N:7]([CH2:14][C:15]1[CH:20]=[C:19]([C:21]([F:24])([F:23])[F:22])[CH:18]=[CH:17][C:16]=1[C:25]1[C:30]([O:31][CH3:32])=[CH:29][CH:28]=[C:27]([CH2:33][CH2:34][C:35](O)=[O:36])[CH:26]=1)[C:8]1[N:9]=[N:10][N:11]([CH3:13])[N:12]=1. Given the product [F:44][C:41]([F:42])([F:43])[C:39]1[CH:38]=[C:5]([CH:4]=[C:3]([C:2]([F:1])([F:45])[F:46])[CH:40]=1)[CH2:6][N:7]([CH2:14][C:15]1[CH:20]=[C:19]([C:21]([F:22])([F:23])[F:24])[CH:18]=[CH:17][C:16]=1[C:25]1[C:30]([O:31][CH3:32])=[CH:29][CH:28]=[C:27]([CH2:33][CH2:34][CH2:35][OH:36])[CH:26]=1)[C:8]1[N:9]=[N:10][N:11]([CH3:13])[N:12]=1, predict the reactants needed to synthesize it. (7) Given the product [Cl:1][C:2]1[CH:3]=[CH:4][C:5]([C:6]([NH:8][C:9]2[CH:10]=[CH:11][C:12]([N:15]3[C:19]([C:20]([F:23])([F:21])[F:22])=[C:18]([C:24]([OH:26])=[O:25])[CH:17]=[N:16]3)=[CH:13][CH:14]=2)=[O:7])=[CH:29][CH:30]=1, predict the reactants needed to synthesize it. The reactants are: [Cl:1][C:2]1[CH:30]=[CH:29][C:5]([C:6]([NH:8][C:9]2[CH:14]=[CH:13][C:12]([N:15]3[CH:19]([C:20]([F:23])([F:22])[F:21])[CH:18]([C:24]([O:26]CC)=[O:25])[CH:17]=[N:16]3)=[CH:11][CH:10]=2)=[O:7])=[CH:4][CH:3]=1.[OH-].[Na+].Cl. (8) Given the product [N:19]1([CH2:18][CH2:17][CH2:16][O:15][C:14]2[CH:13]=[CH:12][C:11]([OH:10])=[CH:26][CH:25]=2)[CH2:20][CH2:21][CH2:22][CH2:23][CH2:24]1, predict the reactants needed to synthesize it. The reactants are: N#N.C([O:10][C:11]1[CH:26]=[CH:25][C:14]([O:15][CH2:16][CH2:17][CH2:18][N:19]2[CH2:24][CH2:23][CH2:22][CH2:21][CH2:20]2)=[CH:13][CH:12]=1)C1C=CC=CC=1. (9) Given the product [CH2:1]([S:5]([CH2:6][CH2:7][CH2:8][CH3:9])(=[O:12])=[O:28])[CH2:2][CH2:3][CH3:4], predict the reactants needed to synthesize it. The reactants are: [CH2:1]([S:5][CH2:6][CH2:7][CH2:8][CH3:9])[CH2:2][CH2:3][CH3:4].N1C(=O)NC(=O)NC1=[O:12].Cl[O-].[Na+].S([O-])([O-])=O.[Na+].[Na+].[OH2:28].